From a dataset of Full USPTO retrosynthesis dataset with 1.9M reactions from patents (1976-2016). Predict the reactants needed to synthesize the given product. (1) Given the product [ClH:30].[ClH:30].[N:47]1([CH2:46][C@@H:42]2[CH2:43][CH2:44][CH2:45][N:41]2[C:16]([C:15]2[CH:14]=[N:13][C:12]([S:11][C:8]3[CH:7]=[CH:6][C:5]([O:4][C:3]([F:2])([F:22])[F:21])=[CH:10][CH:9]=3)=[CH:20][CH:19]=2)=[O:18])[CH2:51][CH2:50][CH2:49][CH2:48]1, predict the reactants needed to synthesize it. The reactants are: [Na+].[F:2][C:3]([F:22])([F:21])[O:4][C:5]1[CH:10]=[CH:9][C:8]([S:11][C:12]2[CH:20]=[CH:19][C:15]([C:16]([O-:18])=O)=[CH:14][N:13]=2)=[CH:7][CH:6]=1.CN1CCOCC1.[Cl:30]C1N=C(OC)N=C(OC)N=1.[NH:41]1[CH2:45][CH2:44][CH2:43][C@H:42]1[CH2:46][N:47]1[CH2:51][CH2:50][CH2:49][CH2:48]1. (2) Given the product [NH2:59][C:56]1[N:57]=[CH:58][C:53]([C:51]2[N:50]=[C:49]3[C:45]([N:46]=[C:47]([N:65]4[CH2:70][CH2:69][N:68]([C:4](=[O:6])[CH2:3][C@H:2]([OH:1])[CH3:7])[CH2:67][CH2:66]4)[N:48]3[CH2:60][C:61]([F:62])([F:64])[F:63])=[C:44]([N:38]3[CH2:39][CH2:40][O:41][CH2:42][CH2:43]3)[N:52]=2)=[CH:54][N:55]=1, predict the reactants needed to synthesize it. The reactants are: [OH:1][C@H:2]([CH3:7])[CH2:3][C:4]([OH:6])=O.O.OC1C2N=NNC=2C=CC=1.Cl.C(N=C=NCCCN(C)C)C.FC(F)(F)C(O)=O.[N:38]1([C:44]2[N:52]=[C:51]([C:53]3[CH:54]=[N:55][C:56]([NH2:59])=[N:57][CH:58]=3)[N:50]=[C:49]3[C:45]=2[N:46]=[C:47]([N:65]2[CH2:70][CH2:69][NH:68][CH2:67][CH2:66]2)[N:48]3[CH2:60][C:61]([F:64])([F:63])[F:62])[CH2:43][CH2:42][O:41][CH2:40][CH2:39]1. (3) Given the product [CH2:6]([O:5][C:3]([C:2]1[C:1](=[O:9])[N:17]([CH3:16])[C:22]2[C:21]([C:20]=1[OH:19])=[CH:26][C:25]([CH3:27])=[CH:24][CH:23]=2)=[O:4])[CH3:7], predict the reactants needed to synthesize it. The reactants are: [C:1]([O:9]CC)(=O)[CH2:2][C:3]([O:5][CH2:6][CH3:7])=[O:4].[H-].[Na+].[H][H].[CH3:16][N:17]1[C:22]2[CH:23]=[CH:24][C:25]([CH3:27])=[CH:26][C:21]=2[C:20](=O)[O:19]C1=O.Cl. (4) The reactants are: [CH2:1]([S:13][CH2:14][C@@H:15]1[CH2:19][O:18]C(C)(C)[O:16]1)[CH2:2][CH2:3][CH2:4][CH2:5][CH2:6][CH2:7][CH2:8][CH2:9][CH2:10][CH2:11][CH3:12]. Given the product [CH2:1]([S:13][CH2:14][C@@H:15]([OH:16])[CH2:19][OH:18])[CH2:2][CH2:3][CH2:4][CH2:5][CH2:6][CH2:7][CH2:8][CH2:9][CH2:10][CH2:11][CH3:12], predict the reactants needed to synthesize it. (5) Given the product [S:29]1[C:33]2[CH:34]=[CH:35][CH:36]=[CH:37][C:32]=2[CH:31]=[C:30]1[S:38]([N:11]1[C:12]2[C:8](=[C:7]3[CH2:1][NH:2][CH2:3][CH2:4][O:5][C:6]3=[CH:14][CH:13]=2)[CH:9]=[CH:10]1)(=[O:40])=[O:39], predict the reactants needed to synthesize it. The reactants are: [CH2:1]1[C:7]2=[C:8]3[C:12](=[CH:13][CH:14]=[C:6]2[O:5][CH2:4][CH2:3][N:2]1C(OC(C)(C)C)=O)[NH:11][CH:10]=[CH:9]3.[H-].[Na+].CN(C=O)C.[S:29]1[C:33]2[CH:34]=[CH:35][CH:36]=[CH:37][C:32]=2[CH:31]=[C:30]1[S:38](Cl)(=[O:40])=[O:39]. (6) Given the product [O:1]1[CH2:7][CH2:6][CH2:5][O:4][C:3]2[C:8]([CH2:12][N:13]([CH3:14])[C:29](=[O:31])[CH:28]=[CH:27][C:22]3[CH:23]=[N:24][C:25]4[NH:26][C:17](=[O:16])[CH2:18][CH2:19][C:20]=4[CH:21]=3)=[CH:9][CH:10]=[CH:11][C:2]1=2, predict the reactants needed to synthesize it. The reactants are: [O:1]1[CH2:7][CH2:6][CH2:5][O:4][C:3]2[C:8]([CH2:12][NH:13][CH3:14])=[CH:9][CH:10]=[CH:11][C:2]1=2.Cl.[O:16]=[C:17]1[NH:26][C:25]2[N:24]=[CH:23][C:22](/[CH:27]=[CH:28]/[C:29]([OH:31])=O)=[CH:21][C:20]=2[CH2:19][CH2:18]1. (7) Given the product [C:45]([O:44][C:42](=[O:41])[N:15]([CH2:14][CH:13]([C:5]1[CH:4]=[C:3]([C:2]([F:39])([F:40])[F:1])[CH:8]=[C:7]([C:9]([F:11])([F:10])[F:12])[CH:6]=1)[OH:38])[CH2:16][C:17]1[CH:22]=[C:21]([C:23]([F:24])([F:25])[F:26])[CH:20]=[CH:19][C:18]=1[C:27]1[CH:32]=[C:31]([CH:33]([CH3:35])[CH3:34])[CH:30]=[CH:29][C:28]=1[O:36][CH3:37])([CH3:48])([CH3:47])[CH3:46], predict the reactants needed to synthesize it. The reactants are: [F:1][C:2]([F:40])([F:39])[C:3]1[CH:4]=[C:5]([CH:13]([OH:38])[CH2:14][NH:15][CH2:16][C:17]2[CH:22]=[C:21]([C:23]([F:26])([F:25])[F:24])[CH:20]=[CH:19][C:18]=2[C:27]2[CH:32]=[C:31]([CH:33]([CH3:35])[CH3:34])[CH:30]=[CH:29][C:28]=2[O:36][CH3:37])[CH:6]=[C:7]([C:9]([F:12])([F:11])[F:10])[CH:8]=1.[O:41](C(OC(C)(C)C)=O)[C:42]([O:44][C:45]([CH3:48])([CH3:47])[CH3:46])=O.CCN(C(C)C)C(C)C. (8) Given the product [Cl:1][C:2]1[N:7]=[C:6]([NH:15][C:14]2[CH:16]=[CH:17][C:11]([F:10])=[C:12]([CH3:18])[CH:13]=2)[C:5]([F:9])=[CH:4][N:3]=1, predict the reactants needed to synthesize it. The reactants are: [Cl:1][C:2]1[N:7]=[C:6](Cl)[C:5]([F:9])=[CH:4][N:3]=1.[F:10][C:11]1[CH:17]=[CH:16][C:14]([NH2:15])=[CH:13][CH:12]=1.[CH3:18]CN(C(C)C)C(C)C.